Dataset: Forward reaction prediction with 1.9M reactions from USPTO patents (1976-2016). Task: Predict the product of the given reaction. (1) Given the reactants [Cl:1][C:2]1[CH:7]=[CH:6][C:5]([C:8]2[CH:9]=[C:10]([C:19](O)=[O:20])[CH:11]=[N:12][C:13]=2[O:14][CH:15]2[CH2:18][CH2:17][CH2:16]2)=[CH:4][CH:3]=1.[NH2:22][N:23]1[CH2:28][CH2:27][CH:26]([OH:29])[CH2:25][CH2:24]1, predict the reaction product. The product is: [Cl:1][C:2]1[CH:7]=[CH:6][C:5]([C:8]2[CH:9]=[C:10]([C:19]([NH:22][N:23]3[CH2:28][CH2:27][CH:26]([OH:29])[CH2:25][CH2:24]3)=[O:20])[CH:11]=[N:12][C:13]=2[O:14][CH:15]2[CH2:16][CH2:17][CH2:18]2)=[CH:4][CH:3]=1. (2) Given the reactants C([O:3][C:4](=O)[CH:5]([C:27]1[CH:32]=[CH:31][C:30]([O:33][CH3:34])=[C:29]([O:35][CH3:36])[CH:28]=1)[CH2:6][C:7]1[C:8]([NH:20]C2C=CC=CC=2)=[N:9][C:10]([NH:13]C2C=CC=CC=2)=[N:11][CH:12]=1)C.S(=O)(=O)(O)O.[C:43](O)(=O)[CH3:44], predict the reaction product. The product is: [CH3:36][O:35][C:29]1[CH:28]=[C:27]([CH:5]2[C:4](=[O:3])[N:20]([C:44]3[CH:43]=[CH:7][CH:6]=[CH:5][CH:4]=3)[C:8]3[N:9]=[C:10]([NH:13][C:27]4[CH:32]=[CH:31][CH:30]=[CH:29][CH:28]=4)[N:11]=[CH:12][C:7]=3[CH2:6]2)[CH:32]=[CH:31][C:30]=1[O:33][CH3:34]. (3) The product is: [CH3:1][O:2][C:3](=[O:25])[CH2:4][CH2:5][C:6]1[CH:15]=[CH:14][C:13]2[C:8](=[CH:9][CH:10]=[C:11]([CH2:16][O:17][Si:18]([C:21]([CH3:23])([CH3:22])[CH3:24])([CH3:19])[CH3:20])[CH:12]=2)[CH:7]=1. Given the reactants [CH3:1][O:2][C:3](=[O:25])[CH:4]=[CH:5][C:6]1[CH:7]=[C:8]2[C:13](=[CH:14][CH:15]=1)[CH:12]=[C:11]([CH2:16][O:17][Si:18]([C:21]([CH3:24])([CH3:23])[CH3:22])([CH3:20])[CH3:19])[CH:10]=[CH:9]2, predict the reaction product. (4) Given the reactants I(Cl)(=O)=O.[I:5](Cl)(=O)=O.C([N+](C)(C)C)C1C=CC=CC=1.[Br:20][C:21]1[CH:29]=[CH:28][C:24]2[O:25][CH2:26][O:27][C:23]=2[C:22]=1[NH2:30].C(=O)([O-])[O-].[Ca+2].CCCC(C)C, predict the reaction product. The product is: [Br:20][C:21]1[CH:29]=[C:28]([I:5])[C:24]2[O:25][CH2:26][O:27][C:23]=2[C:22]=1[NH2:30]. (5) Given the reactants [O:1]=[C:2]1[C:11]2[C:6](=[CH:7][CH:8]=[CH:9][CH:10]=2)/[C:5](=N/S(C2SC=CC=2)(=O)=O)/[CH:4]=[C:3]1[S:21][CH2:22][C:23]([O:25][CH2:26][CH3:27])=[O:24].[CH3:28][C:29]1[CH:34]=[CH:33][C:32]([S:35]([NH2:38])(=[O:37])=[O:36])=[CH:31][CH:30]=1, predict the reaction product. The product is: [O:1]=[C:2]1[C:11]2[C:6](=[CH:7][CH:8]=[CH:9][CH:10]=2)[C:5](=[N:38][S:35]([C:32]2[CH:31]=[CH:30][C:29]([CH3:28])=[CH:34][CH:33]=2)(=[O:37])=[O:36])[CH:4]=[C:3]1[S:21][CH2:22][C:23]([O:25][CH2:26][CH3:27])=[O:24]. (6) Given the reactants Cl[CH2:2][C:3]1[N:4]=[CH:5][C:6]2[C:11]([CH:12]=1)=[CH:10][CH:9]=[CH:8][CH:7]=2.[CH3:13][NH2:14], predict the reaction product. The product is: [CH:5]1[C:6]2[C:11](=[CH:10][CH:9]=[CH:8][CH:7]=2)[CH:12]=[C:3]([CH2:2][NH:14][CH3:13])[N:4]=1. (7) Given the reactants [NH2:1][CH2:2][C@@H:3]([OH:14])[CH2:4][O:5][C:6]1[CH:13]=[CH:12][C:9]([C:10]#[N:11])=[CH:8][CH:7]=1.[C:15](O[C:15]([O:17][C:18]([CH3:21])([CH3:20])[CH3:19])=[O:16])([O:17][C:18]([CH3:21])([CH3:20])[CH3:19])=[O:16], predict the reaction product. The product is: [C:10]([C:9]1[CH:12]=[CH:13][C:6]([O:5][CH2:4][C@H:3]([OH:14])[CH2:2][NH:1][C:15](=[O:16])[O:17][C:18]([CH3:21])([CH3:20])[CH3:19])=[CH:7][CH:8]=1)#[N:11]. (8) Given the reactants [CH3:1][O:2][C:3](=[O:22])[CH2:4][O:5][C:6]1[C:14]2[O:13][C:12]([NH:15][CH:16]3[CH2:21][CH2:20][NH:19][CH2:18][CH2:17]3)=[N:11][C:10]=2[CH:9]=[CH:8][CH:7]=1.[CH2:23]([O:25][C:26]1[CH:27]=[C:28]([CH:31]=[C:32]([O:39][CH2:40][CH3:41])[C:33]=1[N:34]1[CH:38]=[CH:37][CH:36]=[CH:35]1)[CH:29]=O)[CH3:24].C([BH3-])#N.[Na+].C(N(C(C)C)C(C)C)C, predict the reaction product. The product is: [CH3:1][O:2][C:3](=[O:22])[CH2:4][O:5][C:6]1[C:14]2[O:13][C:12]([NH:15][CH:16]3[CH2:21][CH2:20][N:19]([CH2:29][C:28]4[CH:31]=[C:32]([O:39][CH2:40][CH3:41])[C:33]([N:34]5[CH:38]=[CH:37][CH:36]=[CH:35]5)=[C:26]([O:25][CH2:23][CH3:24])[CH:27]=4)[CH2:18][CH2:17]3)=[N:11][C:10]=2[CH:9]=[CH:8][CH:7]=1.